From a dataset of Forward reaction prediction with 1.9M reactions from USPTO patents (1976-2016). Predict the product of the given reaction. (1) The product is: [NH2:9][C:5]1[C:6]([OH:8])=[CH:7][C:2]([F:1])=[C:3]([C:12](=[O:14])[CH3:13])[CH:4]=1. Given the reactants [F:1][C:2]1[CH:7]=[C:6]([OH:8])[C:5]([N+:9]([O-])=O)=[CH:4][C:3]=1[C:12](=[O:14])[CH3:13], predict the reaction product. (2) Given the reactants [NH2:1][C:2]1[N:7]=[CH:6][N:5]=[C:4]2[N:8]([C:33]3[CH:38]=[CH:37][C:36]([CH:39]=O)=[CH:35][CH:34]=3)[N:9]=[C:10]([C:11]3[CH:16]=[CH:15][C:14]([NH:17][C:18](=[O:30])[C:19]4[CH:24]=[CH:23][C:22]([C:25]([F:28])([F:27])[F:26])=[CH:21][C:20]=4[F:29])=[C:13]([O:31][CH3:32])[CH:12]=3)[C:3]=12.[CH3:41][O:42][CH2:43][CH2:44][N:45]1[CH2:50][CH2:49][NH:48][CH2:47][CH2:46]1.C(O[BH-](OC(=O)C)OC(=O)C)(=O)C.[Na+].[OH-].[Na+], predict the reaction product. The product is: [NH2:1][C:2]1[N:7]=[CH:6][N:5]=[C:4]2[N:8]([C:33]3[CH:34]=[CH:35][C:36]([CH2:39][N:48]4[CH2:49][CH2:50][N:45]([CH2:44][CH2:43][O:42][CH3:41])[CH2:46][CH2:47]4)=[CH:37][CH:38]=3)[N:9]=[C:10]([C:11]3[CH:16]=[CH:15][C:14]([NH:17][C:18](=[O:30])[C:19]4[CH:24]=[CH:23][C:22]([C:25]([F:27])([F:28])[F:26])=[CH:21][C:20]=4[F:29])=[C:13]([O:31][CH3:32])[CH:12]=3)[C:3]=12. (3) Given the reactants [Cl:1][C:2]1[C:9]([CH3:10])=[C:8]([N:11]2[C:15](=[O:16])[C:14]3([CH2:20][CH2:19][CH2:18][CH:17]3[OH:21])[N:13]([CH3:22])[C:12]2=S)[CH:7]=[CH:6][C:3]=1[C:4]#[N:5].[O-:24]I(=O)(=O)=O.[Na+], predict the reaction product. The product is: [Cl:1][C:2]1[C:9]([CH3:10])=[C:8]([N:11]2[C:15](=[O:16])[C:14]3([CH2:20][CH2:19][CH2:18][CH:17]3[OH:21])[N:13]([CH3:22])[C:12]2=[O:24])[CH:7]=[CH:6][C:3]=1[C:4]#[N:5]. (4) Given the reactants [NH2:1][C:2]1[C:3](Br)=[CH:4][C:5]2[O:10][CH2:9][C:8](=[O:11])[N:7]([CH3:12])[C:6]=2[CH:13]=1.[CH2:15](B(CC)CC)[CH3:16].C(Cl)Cl.C([O-])([O-])=O.[Cs+].[Cs+], predict the reaction product. The product is: [NH2:1][C:2]1[C:3]([CH2:15][CH3:16])=[CH:4][C:5]2[O:10][CH2:9][C:8](=[O:11])[N:7]([CH3:12])[C:6]=2[CH:13]=1. (5) Given the reactants C(OC([NH:8][CH2:9][CH2:10][C:11]1[CH:51]=[CH:50][C:14]([CH2:15][C:16]2[C:17]([CH3:49])=[CH:18][C:19]([O:45][C:46](=[O:48])[CH3:47])=[C:20]([C@@H:22]3[O:39][C@H:38]([CH2:40][O:41][C:42](=[O:44])[CH3:43])[C@@H:33]([O:34][C:35](=[O:37])[CH3:36])[C@H:28]([O:29][C:30](=[O:32])[CH3:31])[C@H:23]3[O:24][C:25](=[O:27])[CH3:26])[CH:21]=2)=[CH:13][CH:12]=1)=O)(C)(C)C.FC(F)(F)C([O-])=O, predict the reaction product. The product is: [NH2:8][CH2:9][CH2:10][C:11]1[CH:12]=[CH:13][C:14]([CH2:15][C:16]2[C:17]([CH3:49])=[CH:18][C:19]([O:45][C:46](=[O:48])[CH3:47])=[C:20]([C@@H:22]3[O:39][C@H:38]([CH2:40][O:41][C:42](=[O:44])[CH3:43])[C@@H:33]([O:34][C:35](=[O:37])[CH3:36])[C@H:28]([O:29][C:30](=[O:32])[CH3:31])[C@H:23]3[O:24][C:25](=[O:27])[CH3:26])[CH:21]=2)=[CH:50][CH:51]=1. (6) The product is: [CH3:16][C:13]1[CH:14]=[CH:15][C:10]([CH2:2][C:1]#[N:3])=[N:11][CH:12]=1. Given the reactants [C:1](#[N:3])[CH3:2].C([Li])CCC.Br[C:10]1[CH:15]=[CH:14][C:13]([CH3:16])=[CH:12][N:11]=1, predict the reaction product.